This data is from Catalyst prediction with 721,799 reactions and 888 catalyst types from USPTO. The task is: Predict which catalyst facilitates the given reaction. Reactant: [Br:1][C:2]1[CH:3]=[CH:4][C:5]([C:8]2[NH:12][N:11]=[N:10][N:9]=2)=[N:6][CH:7]=1.[OH-].[K+].[CH3:15]I. Product: [Br:1][C:2]1[CH:3]=[CH:4][C:5]([C:8]2[N:12]([CH3:15])[N:11]=[N:10][N:9]=2)=[N:6][CH:7]=1.[Br:1][C:2]1[CH:3]=[CH:4][C:5]([C:8]2[NH:12][N:11]([CH3:15])[NH:10][N:9]=2)=[N:6][CH:7]=1. The catalyst class is: 9.